This data is from Reaction yield outcomes from USPTO patents with 853,638 reactions. The task is: Predict the reaction yield, written as a fraction of the theoretical maximum amount of product (1.0 means a 100% yield; for example, 0.34 means a 34% yield). (1) The reactants are I[C:2]1[CH:3]=[CH:4][C:5]2[N:6]([CH:8]=[C:9]([NH:11][C:12]([CH:14]3[CH2:16][CH2:15]3)=[O:13])[N:10]=2)[N:7]=1.[Cl:17][C:18]1[CH:23]=[CH:22][C:21]([OH:24])=[CH:20][C:19]=1[NH:25][CH2:26][C:27]1[N:31]([CH3:32])[N:30]=[C:29]([CH3:33])[CH:28]=1.C(=O)([O-])[O-].[K+].[K+]. The catalyst is CN(C)C=O. The product is [Cl:17][C:18]1[CH:23]=[CH:22][C:21]([O:24][C:2]2[CH:3]=[CH:4][C:5]3[N:6]([CH:8]=[C:9]([NH:11][C:12]([CH:14]4[CH2:16][CH2:15]4)=[O:13])[N:10]=3)[N:7]=2)=[CH:20][C:19]=1[NH:25][CH2:26][C:27]1[N:31]([CH3:32])[N:30]=[C:29]([CH3:33])[CH:28]=1. The yield is 0.610. (2) The reactants are F[P-](F)(F)(F)(F)F.N1(O[P+](N(C)C)(N(C)C)N(C)C)C2C=CC=CC=2N=N1.[F:28][C:29]1[CH:30]=[C:31]2[C:35](=[CH:36][CH:37]=1)[NH:34][C:33]([C:38]([OH:40])=O)=[CH:32]2.[NH2:41][C:42]1[CH:47]=[C:46]([S:48]([CH2:51][CH3:52])(=[O:50])=[O:49])[CH:45]=[CH:44][C:43]=1[OH:53].Cl. The catalyst is C1COCC1. The product is [CH2:51]([S:48]([C:46]1[CH:45]=[CH:44][C:43]([OH:53])=[C:42]([NH:41][C:38]([C:33]2[NH:34][C:35]3[C:31]([CH:32]=2)=[CH:30][C:29]([F:28])=[CH:37][CH:36]=3)=[O:40])[CH:47]=1)(=[O:50])=[O:49])[CH3:52]. The yield is 0.400. (3) The reactants are C1(=O)[N:5]([CH2:6][CH2:7][CH2:8][CH2:9][C:10]([CH3:14])([CH3:13])[CH2:11][OH:12])C(=O)C2=CC=CC=C12.O.NN.C(NN)(=O)C1C(=CC=CC=1)C(NN)=O. The catalyst is C(O)C.C(Cl)Cl. The product is [NH2:5][CH2:6][CH2:7][CH2:8][CH2:9][C:10]([CH3:14])([CH3:13])[CH2:11][OH:12]. The yield is 0.770. (4) The reactants are C([O:3][C:4](=[O:18])[CH2:5][C:6]1[NH:11][C:10]2[CH:12]=[CH:13][CH:14]=[CH:15][C:9]=2[S:8](=[O:17])(=[O:16])[N:7]=1)C.C(Cl)(Cl)Cl. The catalyst is C1COCC1.Cl. The product is [O:17]=[S:8]1(=[O:16])[C:9]2[CH:15]=[CH:14][CH:13]=[CH:12][C:10]=2[NH:11][C:6]([CH2:5][C:4]([OH:18])=[O:3])=[N:7]1. The yield is 0.850.